Predict the reactants needed to synthesize the given product. From a dataset of Retrosynthesis with 50K atom-mapped reactions and 10 reaction types from USPTO. Given the product COC(=O)[C@H](OC(=O)CBr)c1ccccc1, predict the reactants needed to synthesize it. The reactants are: COC(=O)[C@H](O)c1ccccc1.O=C(Br)CBr.